Dataset: Full USPTO retrosynthesis dataset with 1.9M reactions from patents (1976-2016). Task: Predict the reactants needed to synthesize the given product. (1) Given the product [OH:33][CH2:34][C:35]1[CH:36]=[CH:37][C:38]([NH:41][C:21]([C:12]2[CH:11]=[C:10]([O:9][C:8]3[CH:24]=[CH:25][C:5]([C:3](=[O:4])[N:2]([CH3:27])[CH3:1])=[C:6]([F:26])[CH:7]=3)[C:15]3[CH2:16][C:17]([CH3:19])([CH3:20])[O:18][C:14]=3[CH:13]=2)=[O:23])=[N:39][CH:40]=1, predict the reactants needed to synthesize it. The reactants are: [CH3:1][N:2]([CH3:27])[C:3]([C:5]1[CH:25]=[CH:24][C:8]([O:9][C:10]2[C:15]3[CH2:16][C:17]([CH3:20])([CH3:19])[O:18][C:14]=3[CH:13]=[C:12]([C:21]([OH:23])=O)[CH:11]=2)=[CH:7][C:6]=1[F:26])=[O:4].C([SiH2][O:33][C:34](C)(C)[C:35]1[CH:36]=[CH:37][C:38]([NH2:41])=[N:39][CH:40]=1)(C)(C)C.C(N(CC)CC)C.CN(C(ON1N=NC2C=CC=NC1=2)=[N+](C)C)C.F[P-](F)(F)(F)(F)F. (2) Given the product [CH3:1][C:2]1([CH3:26])[N:5]([CH2:6][C:7]2[CH:12]=[CH:11][CH:10]=[CH:9][C:8]=2[S:13]([CH3:14])(=[O:28])=[O:27])[N:4]([CH:15]2[CH:16]3[CH2:17][CH:18]4[CH2:19][CH:20]([CH2:21][CH:22]2[CH2:23]4)[CH2:24]3)[C:3]1=[O:25], predict the reactants needed to synthesize it. The reactants are: [CH3:1][C:2]1([CH3:26])[N:5]([CH2:6][C:7]2[CH:12]=[CH:11][CH:10]=[CH:9][C:8]=2[S:13][CH3:14])[N:4]([CH:15]2[CH:22]3[CH2:23][CH:18]4[CH2:19][CH:20]([CH2:24][CH:16]2[CH2:17]4)[CH2:21]3)[C:3]1=[O:25].[OH2:27].[OH:28]O.O.